This data is from Peptide-MHC class I binding affinity with 185,985 pairs from IEDB/IMGT. The task is: Regression. Given a peptide amino acid sequence and an MHC pseudo amino acid sequence, predict their binding affinity value. This is MHC class I binding data. (1) The peptide sequence is KAWMVHRQW. The MHC is HLA-B57:01 with pseudo-sequence HLA-B57:01. The binding affinity (normalized) is 0.978. (2) The peptide sequence is VQQIGGNYVHL. The MHC is Mamu-A07 with pseudo-sequence Mamu-A07. The binding affinity (normalized) is 0.0250. (3) The binding affinity (normalized) is 0.130. The peptide sequence is YHSNVKEL. The MHC is HLA-B58:01 with pseudo-sequence HLA-B58:01. (4) The peptide sequence is YAEMWAQDA. The MHC is HLA-B07:02 with pseudo-sequence HLA-B07:02. The binding affinity (normalized) is 0. (5) The peptide sequence is KDTWLDARM. The MHC is HLA-B45:01 with pseudo-sequence HLA-B45:01. The binding affinity (normalized) is 0. (6) The peptide sequence is RTCSNWVPL. The MHC is HLA-A02:01 with pseudo-sequence HLA-A02:01. The binding affinity (normalized) is 0.606. (7) The peptide sequence is GYIPIERVL. The MHC is HLA-A03:01 with pseudo-sequence HLA-A03:01. The binding affinity (normalized) is 0.0847.